This data is from NCI-60 drug combinations with 297,098 pairs across 59 cell lines. The task is: Regression. Given two drug SMILES strings and cell line genomic features, predict the synergy score measuring deviation from expected non-interaction effect. Drug 1: CC(CN1CC(=O)NC(=O)C1)N2CC(=O)NC(=O)C2. Drug 2: CC(C)(C#N)C1=CC(=CC(=C1)CN2C=NC=N2)C(C)(C)C#N. Cell line: HT29. Synergy scores: CSS=27.9, Synergy_ZIP=-7.76, Synergy_Bliss=-2.36, Synergy_Loewe=-3.49, Synergy_HSA=-3.39.